From a dataset of Catalyst prediction with 721,799 reactions and 888 catalyst types from USPTO. Predict which catalyst facilitates the given reaction. Reactant: [Cl:1][C:2]1[CH:3]=[C:4]([C@@H:12]([CH2:25][CH:26]2[CH2:30][CH2:29][CH2:28][CH2:27]2)[C:13](NC2C=CN(CC(O)=O)N=2)=[O:14])[CH:5]=[CH:6][C:7]=1[S:8]([CH3:11])(=[O:10])=[O:9].C(Cl)(=O)C(Cl)=O.[CH3:37][C:38]([O:47][Si](CC)(CC)CC)([CH3:46])[CH2:39][N:40]1[CH:44]=[CH:43][C:42]([NH2:45])=[N:41]1.[N:55]1[C:60]([CH3:61])=[CH:59][CH:58]=[CH:57][C:56]=1[CH3:62]. Product: [Cl:1][C:2]1[CH:3]=[C:4]([C@@H:12]([CH2:25][CH:26]2[CH2:30][CH2:29][CH2:28][CH2:27]2)[C:13]([NH:45][C:42]2[CH:43]=[CH:44][N:40]([CH2:39][C:38]([OH:47])([CH3:37])[CH3:46])[N:41]=2)=[O:14])[CH:5]=[CH:6][C:7]=1[S:8]([CH3:11])(=[O:9])=[O:10].[N:55]1[C:60]([CH3:61])=[CH:59][CH:58]=[CH:57][C:56]=1[CH3:62]. The catalyst class is: 34.